The task is: Predict which catalyst facilitates the given reaction.. This data is from Catalyst prediction with 721,799 reactions and 888 catalyst types from USPTO. Reactant: [C:1]([N:4]1[C:12]2[C:7](=[CH:8][CH:9]=[C:10]([Cl:13])[CH:11]=2)[CH2:6][C:5]1=[O:14])(=[O:3])[CH3:2].[N+:15]([O-])([O-:17])=[O:16].[NH4+].N. Product: [C:1]([N:4]1[C:12]2[C:7](=[CH:8][C:9]([N+:15]([O-:17])=[O:16])=[C:10]([Cl:13])[CH:11]=2)[CH2:6][C:5]1=[O:14])(=[O:3])[CH3:2]. The catalyst class is: 65.